The task is: Binary Classification. Given a miRNA mature sequence and a target amino acid sequence, predict their likelihood of interaction.. This data is from Experimentally validated miRNA-target interactions with 360,000+ pairs, plus equal number of negative samples. (1) The miRNA is mmu-miR-1934-5p with sequence UCUGGUCCCCUGCUUCGUCCUCU. The protein sequence of the target gene is MTSTGQDSSTRQRKSRHNPQSPLQESSATLKRGGKKCAVPHSSPNLAEVKKKGKMKKLSQPAEEDLVVGLQGLDLNPETRVPVGTGLVFDEQLNDFHCLWDDSFPESPERLHAIREQLILEGLLGRCVSFQARFAEKEELMLVHSLEYIDLMETTQYMNEGELRVLAETYDSVYLHPNSYSCACLATGSVLRLVDALMGAEIRNGMAVIRPPGHHAQHNLMDGYCMFNHLAVAARYAQKKHRIQRVLIVDWDVHHGQGTQFIFDQDPSVLYFSIHRYEHGRFWPHLKASNWSTIGFGQGQ.... Result: 0 (no interaction). (2) The miRNA is mmu-miR-551b-3p with sequence GCGACCCAUACUUGGUUUCAG. The protein sequence of the target gene is MMFEYEEDEDPMEQQKHEEFKHHSTDHSGSPQENPFRFSYDTGKRAASMFVTPSSEDLIAYGTKHLLDSPTAVQRSLVLNATTSLNIDCDLSSDDDLSPTTQRKICFCASQNPAETQEQGLRPAKSTLAISFPCHQHQITEDYTISAEIIGIGESGKVMACYQKVTGEKFALKVLRDSQKARREVELHWLTNAHENVVSILDIYENTFDNVKCLLMVVEFLEGGDLLSQFESQGSIPYTEKKVGEIIRQIGNAVMYLHDMNIAHRDIKLENILCSGTGDNCVYKLGDYGFAKRPERNVLM.... Result: 0 (no interaction).